This data is from Full USPTO retrosynthesis dataset with 1.9M reactions from patents (1976-2016). The task is: Predict the reactants needed to synthesize the given product. (1) Given the product [C:26]([C:2]1[CH:3]=[CH:4][C:5]2[N:6]([C:8]([C:11]3[CH:25]=[CH:24][C:14]([CH2:15][NH:16][C:17](=[O:23])[O:18][C:19]([CH3:22])([CH3:21])[CH3:20])=[CH:13][CH:12]=3)=[CH:9][N:10]=2)[N:7]=1)#[C:27][CH2:28][CH2:29][CH3:30], predict the reactants needed to synthesize it. The reactants are: Cl[C:2]1[CH:3]=[CH:4][C:5]2[N:6]([C:8]([C:11]3[CH:25]=[CH:24][C:14]([CH2:15][NH:16][C:17](=[O:23])[O:18][C:19]([CH3:22])([CH3:21])[CH3:20])=[CH:13][CH:12]=3)=[CH:9][N:10]=2)[N:7]=1.[CH:26]#[C:27][CH2:28][CH2:29][CH3:30].N#N. (2) The reactants are: [F:1][C:2]1[CH:7]=[C:6]([N:8]2[C:12]([OH:13])=[CH:11][C:10]([C:14]([F:17])([F:16])[F:15])=[N:9]2)[CH:5]=[CH:4][C:3]=1[S:18]([NH2:21])(=[O:20])=[O:19].C(=O)([O-])[O-].[K+].[K+].[CH:28](I)([CH3:30])[CH3:29].[OH-].[Na+]. Given the product [F:1][C:2]1[CH:7]=[C:6]([N:8]2[C:12]([O:13][CH:28]([CH3:30])[CH3:29])=[CH:11][C:10]([C:14]([F:16])([F:17])[F:15])=[N:9]2)[CH:5]=[CH:4][C:3]=1[S:18]([NH2:21])(=[O:19])=[O:20], predict the reactants needed to synthesize it. (3) Given the product [Cl:21][C:16]1[CH:15]=[C:14]([CH:19]=[CH:18][C:17]=1[F:20])[NH:13][C:6]1[C:5]2[C:10](=[CH:11][CH:12]=[C:3]([C:23]3[S:22][CH:26]=[CH:25][CH:24]=3)[CH:4]=2)[N:9]=[CH:8][N:7]=1, predict the reactants needed to synthesize it. The reactants are: Cl.Br[C:3]1[CH:4]=[C:5]2[C:10](=[CH:11][CH:12]=1)[N:9]=[CH:8][N:7]=[C:6]2[NH:13][C:14]1[CH:19]=[CH:18][C:17]([F:20])=[C:16]([Cl:21])[CH:15]=1.[S:22]1[CH:26]=[CH:25][CH:24]=[C:23]1B(OC(C)C)OC(C)C. (4) Given the product [F:3][C:4]1[CH:5]=[C:6]([N:10]2[CH2:14][CH2:13][CH2:12][C@@H:11]2[C:15]2[CH:16]=[C:17]([C:32]([OH:34])=[O:33])[CH:18]=[C:19]3[C:24]=2[O:23][C:22]([N:25]2[CH2:30][CH2:29][O:28][CH2:27][CH2:26]2)=[CH:21][C:20]3=[O:31])[CH:7]=[CH:8][CH:9]=1, predict the reactants needed to synthesize it. The reactants are: [OH-].[Na+].[F:3][C:4]1[CH:5]=[C:6]([N:10]2[CH2:14][CH2:13][CH2:12][C@@H:11]2[C:15]2[CH:16]=[C:17]([C:32]([O:34]C)=[O:33])[CH:18]=[C:19]3[C:24]=2[O:23][C:22]([N:25]2[CH2:30][CH2:29][O:28][CH2:27][CH2:26]2)=[CH:21][C:20]3=[O:31])[CH:7]=[CH:8][CH:9]=1.Cl. (5) Given the product [C:1]([N:4]1[CH2:9][CH2:8][CH:7]([NH:10][C:11](=[O:20])[C:12]2[CH:17]=[C:16]([F:18])[CH:15]=[N:14][C:13]=2[O:29][C:26]2[CH:27]=[CH:28][C:23]([S:22][CH3:21])=[CH:24][CH:25]=2)[CH2:6][CH2:5]1)(=[O:3])[CH3:2], predict the reactants needed to synthesize it. The reactants are: [C:1]([N:4]1[CH2:9][CH2:8][CH:7]([NH:10][C:11](=[O:20])[C:12]2[CH:17]=[C:16]([F:18])[CH:15]=[N:14][C:13]=2Cl)[CH2:6][CH2:5]1)(=[O:3])[CH3:2].[CH3:21][S:22][C:23]1[CH:28]=[CH:27][C:26]([OH:29])=[CH:25][CH:24]=1.C(=O)([O-])[O-].[Cs+].[Cs+]. (6) The reactants are: Cl[C:2]1[N:3]([C:13]2[CH:18]=[CH:17][CH:16]=[CH:15][CH:14]=2)[C:4]2[C:9]([C:10]=1[CH:11]=[O:12])=[CH:8][CH:7]=[CH:6][CH:5]=2.[NH:19]1[CH2:25][CH2:24][CH2:23][CH2:22][CH2:21][CH2:20]1. Given the product [N:19]1([C:2]2[N:3]([C:13]3[CH:18]=[CH:17][CH:16]=[CH:15][CH:14]=3)[C:4]3[C:9]([C:10]=2[CH:11]=[O:12])=[CH:8][CH:7]=[CH:6][CH:5]=3)[CH2:25][CH2:24][CH2:23][CH2:22][CH2:21][CH2:20]1, predict the reactants needed to synthesize it.